This data is from Full USPTO retrosynthesis dataset with 1.9M reactions from patents (1976-2016). The task is: Predict the reactants needed to synthesize the given product. (1) Given the product [ClH:1].[ClH:1].[NH:12]1[CH2:11][CH2:10][CH:9]([O:8][C:3]2[CH:4]=[N:5][CH:6]=[CH:7][N:2]=2)[CH2:14][CH2:13]1, predict the reactants needed to synthesize it. The reactants are: [ClH:1].[N:2]1[CH:7]=[CH:6][N:5]=[CH:4][C:3]=1[O:8][CH:9]1[CH2:14][CH2:13][N:12](C(OC(C)(C)C)=O)[CH2:11][CH2:10]1. (2) Given the product [CH2:1]([O:3][C:4]([C:6]1([C:9]2[CH:10]=[CH:11][C:12]([C:15]3[CH:20]=[CH:19][C:18]([C:21]4[O:25][N:24]=[C:23]([CH3:26])[C:22]=4[NH:27][C:29]4[CH:34]=[CH:33][CH:32]=[C:31]([O:35][C:36]5[CH:41]=[CH:40][CH:39]=[CH:38][CH:37]=5)[N:30]=4)=[CH:17][CH:16]=3)=[CH:13][CH:14]=2)[CH2:8][CH2:7]1)=[O:5])[CH3:2], predict the reactants needed to synthesize it. The reactants are: [CH2:1]([O:3][C:4]([C:6]1([C:9]2[CH:14]=[CH:13][C:12]([C:15]3[CH:20]=[CH:19][C:18]([C:21]4[O:25][N:24]=[C:23]([CH3:26])[C:22]=4[NH2:27])=[CH:17][CH:16]=3)=[CH:11][CH:10]=2)[CH2:8][CH2:7]1)=[O:5])[CH3:2].Br[C:29]1[CH:34]=[CH:33][CH:32]=[C:31]([O:35][C:36]2[CH:41]=[CH:40][CH:39]=[CH:38][CH:37]=2)[N:30]=1. (3) Given the product [NH:7]1[C:5]2=[CH:6][N:1]=[N:2][CH:3]=[C:4]2[NH:8][C:10](=[O:11])[C:9]1=[O:13], predict the reactants needed to synthesize it. The reactants are: [N:1]1[CH:6]=[C:5]([NH2:7])[C:4]([NH2:8])=[CH:3][N:2]=1.[C:9](O)(=[O:13])[C:10](O)=[O:11].Cl. (4) Given the product [CH3:17][O:18][C:19]1[C:28]([O:29][CH3:30])=[C:27]([O:31][CH3:32])[CH:26]=[C:25]2[C:20]=1[CH:21]=[CH:22][C:23]([CH:33]=[CH:11][C:12]([O:14][CH2:15][CH3:16])=[O:13])=[CH:24]2, predict the reactants needed to synthesize it. The reactants are: [H-].[Na+].C(OP([CH2:11][C:12]([O:14][CH2:15][CH3:16])=[O:13])(OCC)=O)C.[CH3:17][O:18][C:19]1[C:28]([O:29][CH3:30])=[C:27]([O:31][CH3:32])[CH:26]=[C:25]2[C:20]=1[CH:21]=[CH:22][C:23]([CH:33]=O)=[CH:24]2.